This data is from Peptide-MHC class I binding affinity with 185,985 pairs from IEDB/IMGT. The task is: Regression. Given a peptide amino acid sequence and an MHC pseudo amino acid sequence, predict their binding affinity value. This is MHC class I binding data. (1) The MHC is HLA-B57:01 with pseudo-sequence HLA-B57:01. The peptide sequence is RRLTVCGGIMF. The binding affinity (normalized) is 0.213. (2) The peptide sequence is VVLQQHNIVH. The MHC is HLA-A03:01 with pseudo-sequence HLA-A03:01. The binding affinity (normalized) is 0.297. (3) The peptide sequence is ESALNDTWKI. The MHC is HLA-A26:01 with pseudo-sequence HLA-A26:01. The binding affinity (normalized) is 0. (4) The peptide sequence is ATAAATEAY. The MHC is HLA-A69:01 with pseudo-sequence HLA-A69:01. The binding affinity (normalized) is 0.0847.